From a dataset of Forward reaction prediction with 1.9M reactions from USPTO patents (1976-2016). Predict the product of the given reaction. (1) The product is: [O:11]1[C:3]2[CH:5]=[CH:6][CH:7]=[CH:8][C:2]=2[C:1]([OH:9])=[N:10]1. Given the reactants [C:1]([NH:10][OH:11])(=[O:9])[C:2]1[C:3](=[CH:5][CH:6]=[CH:7][CH:8]=1)O.C(N1C=CN=C1)(N1C=CN=C1)=O, predict the reaction product. (2) Given the reactants [CH3:1][CH:2]([CH3:6])[C:3](Cl)=[O:4].[C:7](#[N:11])[CH2:8][C:9]#[N:10].C(N(CC)CC)C.S(=O)(=O)(O)O, predict the reaction product. The product is: [CH3:1][CH:2]([CH3:6])[C:3]([CH:8]([C:7]#[N:11])[C:9]#[N:10])=[O:4]. (3) Given the reactants [OH:1][C:2]1[CH:7]=[CH:6][N:5]([C:8]2[CH:9]=[CH:10][C:11]3[N:15]=[C:14]([CH:16]4[CH2:18][CH:17]4[C:19]([OH:22])([CH3:21])[CH3:20])[N:13]([CH3:23])[C:12]=3[CH:24]=2)[C:4](=[O:25])[CH:3]=1.[F:26][C:27]1[CH:28]=[C:29]([CH2:34]O)[CH:30]=[CH:31][C:32]=1[F:33].C(P(CCCC)CCCC)CCC.N(C(N1CCCCC1)=O)=NC(N1CCCCC1)=O, predict the reaction product. The product is: [F:26][C:27]1[CH:28]=[C:29]([CH:30]=[CH:31][C:32]=1[F:33])[CH2:34][O:1][C:2]1[CH:7]=[CH:6][N:5]([C:8]2[CH:9]=[CH:10][C:11]3[N:15]=[C:14]([CH:16]4[CH2:18][CH:17]4[C:19]([OH:22])([CH3:20])[CH3:21])[N:13]([CH3:23])[C:12]=3[CH:24]=2)[C:4](=[O:25])[CH:3]=1. (4) Given the reactants Cl.[C:2]([NH:6][C:7]([C:9]1[CH:28]=[CH:27][C:12]([CH2:13][S:14][C:15]2[C:25]3[CH2:24][CH2:23][NH:22][CH2:21][CH2:20][C:19]=3[CH:18]=[CH:17][C:16]=2[Cl:26])=[CH:11][C:10]=1[F:29])=[O:8])([CH3:5])([CH3:4])[CH3:3].[C:30]([O:34][C:35](N1CCC2C(SCC3C=CC(C(O)=O)=C(F)C=3)=C(Cl)C=CC=2CC1)=[O:36])([CH3:33])([CH3:32])[CH3:31].C(N)(C)(C)C.C(Cl)CCl.C1C=CC2N(O)N=NC=2C=1, predict the reaction product. The product is: [C:30]([O:34][C:35]([N:22]1[CH2:23][CH2:24][C:25]2[C:15]([S:14][CH2:13][C:12]3[CH:27]=[CH:28][C:9]([C:7](=[O:8])[NH:6][C:2]([CH3:5])([CH3:3])[CH3:4])=[C:10]([F:29])[CH:11]=3)=[C:16]([Cl:26])[CH:17]=[CH:18][C:19]=2[CH2:20][CH2:21]1)=[O:36])([CH3:33])([CH3:32])[CH3:31]. (5) Given the reactants [C:1]([O-:4])([OH:3])=O.[Na+].S(C1C=[CH:15][C:13]([CH3:14])=[CH:12]C=1)(O)(=O)=O.[CH2:17]([O:19][C:20](=[O:34])[C@H:21]([CH2:23][C:24]1[CH:29]=[CH:28][C:27]([OH:30])=[C:26]([N+:31]([O-:33])=[O:32])[CH:25]=1)[NH2:22])[CH3:18].O.[CH2:36]1COCC1, predict the reaction product. The product is: [CH3:12][C:13]([CH3:15])([CH3:36])[CH2:14][O:3][C:1]([NH:22][C@@H:21]([CH2:23][C:24]1[CH:29]=[CH:28][C:27]([OH:30])=[C:26]([N+:31]([O-:33])=[O:32])[CH:25]=1)[C:20]([O:19][CH2:17][CH3:18])=[O:34])=[O:4]. (6) Given the reactants [Cl:1][C:2]1[C:3]([CH2:29][N:30]2[CH2:35][CH2:34][CH2:33][C@@H:32]([NH:36]C(=O)OC(C)(C)C)[CH2:31]2)=[C:4]([CH:27]=[CH2:28])[CH:5]=[C:6]2[C:11]=1[NH:10][C:9](=[O:12])[N:8]([CH2:13][C:14]1[CH:19]=[C:18]([Cl:20])[CH:17]=[CH:16][C:15]=1[S:21]([CH2:24][CH3:25])(=[O:23])=[O:22])[C:7]2=[O:26], predict the reaction product. The product is: [NH2:36][C@@H:32]1[CH2:33][CH2:34][CH2:35][N:30]([CH2:29][C:3]2[C:2]([Cl:1])=[C:11]3[C:6]([C:7](=[O:26])[N:8]([CH2:13][C:14]4[CH:19]=[C:18]([Cl:20])[CH:17]=[CH:16][C:15]=4[S:21]([CH2:24][CH3:25])(=[O:23])=[O:22])[C:9](=[O:12])[NH:10]3)=[CH:5][C:4]=2[CH:27]=[CH2:28])[CH2:31]1.